This data is from Full USPTO retrosynthesis dataset with 1.9M reactions from patents (1976-2016). The task is: Predict the reactants needed to synthesize the given product. (1) The reactants are: [CH3:1][C:2]1[CH:3]=[C:4]([C:9]2[C:14]([C:15]3[CH:20]=[C:19]([CH3:21])[CH:18]=[C:17]([CH3:22])[CH:16]=3)=[N:13][CH:12]=[CH:11][N+:10]=2[O-])[CH:5]=[C:6]([CH3:8])[CH:7]=1.P(Cl)(Cl)([Cl:26])=O. Given the product [Cl:26][C:12]1[N:13]=[C:14]([C:15]2[CH:20]=[C:19]([CH3:21])[CH:18]=[C:17]([CH3:22])[CH:16]=2)[C:9]([C:4]2[CH:3]=[C:2]([CH3:1])[CH:7]=[C:6]([CH3:8])[CH:5]=2)=[N:10][CH:11]=1, predict the reactants needed to synthesize it. (2) Given the product [CH2:1]([O:3][C:4]1[C:12]([CH2:13][CH3:14])=[CH:11][CH:10]=[C:9]([NH:15][S:16]([C:19]2[CH:24]=[CH:23][CH:22]=[CH:21][C:20]=2[NH:41][CH2:40][CH2:39][CH:35]2[CH2:36][CH2:37][CH2:38][N:34]2[CH3:33])(=[O:18])=[O:17])[C:5]=1[C:6]([OH:8])=[O:7])[CH3:2], predict the reactants needed to synthesize it. The reactants are: [CH2:1]([O:3][C:4]1[C:12]([CH2:13][CH3:14])=[CH:11][CH:10]=[C:9]([NH:15][S:16]([C:19]2[CH:24]=[CH:23][CH:22]=[CH:21][C:20]=2F)(=[O:18])=[O:17])[C:5]=1[C:6]([OH:8])=[O:7])[CH3:2].C(N(CC)CC)C.[CH3:33][N:34]1[CH2:38][CH2:37][CH2:36][CH:35]1[CH2:39][CH2:40][NH2:41]. (3) Given the product [CH3:1][C:2]1[O:6][N:5]=[C:4]([C:7]2[CH:8]=[CH:9][CH:10]=[CH:11][CH:12]=2)[C:3]=1[C:13]1[O:15][C:21]([C:18]2[CH:19]=[CH:20][S:16][CH:17]=2)=[N:23][N:24]=1, predict the reactants needed to synthesize it. The reactants are: [CH3:1][C:2]1[O:6][N:5]=[C:4]([C:7]2[CH:12]=[CH:11][CH:10]=[CH:9][CH:8]=2)[C:3]=1[C:13]([OH:15])=O.[S:16]1[CH:20]=[CH:19][C:18]([C:21]([NH:23][NH2:24])=O)=[CH:17]1. (4) Given the product [NH2:32][CH2:31][CH2:30][CH2:29][NH:28][CH2:27][CH2:26][CH2:25][CH2:24][NH:23][CH2:22][CH2:21][CH2:20][NH:19][CH:3]([CH2:4][CH2:5][CH2:6][CH2:7][CH2:8][CH2:9][CH2:10][CH2:11][CH2:12][CH2:13][CH3:14])[CH2:2][C:1]([O:16][CH2:17][CH3:18])=[O:15], predict the reactants needed to synthesize it. The reactants are: [C:1]([O:16][CH2:17][CH3:18])(=[O:15])[CH:2]=[CH:3][CH2:4][CH2:5][CH2:6][CH2:7][CH2:8][CH2:9][CH2:10][CH2:11][CH2:12][CH2:13][CH3:14].[NH2:19][CH2:20][CH2:21][CH2:22][NH:23][CH2:24][CH2:25][CH2:26][CH2:27][NH:28][CH2:29][CH2:30][CH2:31][NH2:32]. (5) The reactants are: [CH2:1]([C:3]1[CH:4]=[CH:5][C:6]([CH2:9][CH2:10][OH:11])=[N:7][CH:8]=1)[CH3:2].[OH:12]O. Given the product [CH3:2][CH2:1][C:3]1[CH:4]=[CH:5][C:6]([CH2:9][CH2:10][OH:11])=[N+:7]([O-:12])[CH:8]=1, predict the reactants needed to synthesize it. (6) Given the product [N+:11]([C:7]1[CH2:8][CH2:9][C:10]2[C:5](=[CH:4][CH:3]=[CH:2][CH:1]=2)[CH:6]=1)([O-:13])=[O:12], predict the reactants needed to synthesize it. The reactants are: [CH2:1]1[C:10]2[C:5](=[CH:6][CH:7]=[CH:8][CH:9]=2)[CH:4]=[CH:3][CH2:2]1.[N:11]([O-:13])=[O:12].[Na+].C(OC(C)C)(=O)C.II.C(OO)(=O)C.S(S([O-])=O)([O-])(=O)=O.[Na+].[Na+]. (7) Given the product [Cl:22][C:5]1[C:6]([NH:8][C:9]2[CH:14]=[CH:13][C:12]([O:15][CH3:16])=[CH:11][C:10]=2[NH:17][S:18]([CH3:21])(=[O:20])=[O:19])=[N:7][C:2]([NH:27][C:26]2[CH:28]=[C:29]([O:32][CH3:33])[CH:30]=[CH:31][C:25]=2[O:24][CH3:23])=[N:3][CH:4]=1, predict the reactants needed to synthesize it. The reactants are: Cl[C:2]1[N:7]=[C:6]([NH:8][C:9]2[CH:14]=[CH:13][C:12]([O:15][CH3:16])=[CH:11][C:10]=2[NH:17][S:18]([CH3:21])(=[O:20])=[O:19])[C:5]([Cl:22])=[CH:4][N:3]=1.[CH3:23][O:24][C:25]1[CH:31]=[CH:30][C:29]([O:32][CH3:33])=[CH:28][C:26]=1[NH2:27]. (8) Given the product [ClH:7].[CH3:4][CH:3]([CH3:5])[CH2:2][C:1](=[NH:6])[O:10][CH2:8][CH3:9], predict the reactants needed to synthesize it. The reactants are: [C:1](#[N:6])[CH2:2][CH:3]([CH3:5])[CH3:4].[ClH:7].[CH2:8]([OH:10])[CH3:9].